From a dataset of Reaction yield outcomes from USPTO patents with 853,638 reactions. Predict the reaction yield, written as a fraction of the theoretical maximum amount of product (1.0 means a 100% yield; for example, 0.34 means a 34% yield). (1) The reactants are [N+:1]([C:4]1[CH:12]=[CH:11][CH:10]=[C:6]([C:7]([OH:9])=[O:8])[C:5]=1[C:13]([OH:15])=[O:14])([O-])=O.C(O)C.[H][H]. The catalyst is CCOCC.[Pd]. The product is [NH2:1][C:4]1[CH:12]=[CH:11][CH:10]=[C:6]([C:7]([OH:9])=[O:8])[C:5]=1[C:13]([OH:15])=[O:14]. The yield is 0.840. (2) The reactants are [OH:1][C:2]1[CH:3]=[C:4]2[C:9](=[CH:10][CH:11]=1)[C:8](=[O:12])[CH2:7][CH2:6][CH2:5]2.Br[CH2:14][CH:15]1[CH2:17][CH2:16]1.C([O-])([O-])=O.[K+].[K+]. The catalyst is C(#N)C.CCOC(C)=O. The product is [CH:15]1([CH2:14][O:1][C:2]2[CH:3]=[C:4]3[C:9](=[CH:10][CH:11]=2)[C:8](=[O:12])[CH2:7][CH2:6][CH2:5]3)[CH2:17][CH2:16]1. The yield is 0.870.